This data is from Reaction yield outcomes from USPTO patents with 853,638 reactions. The task is: Predict the reaction yield, written as a fraction of the theoretical maximum amount of product (1.0 means a 100% yield; for example, 0.34 means a 34% yield). (1) The reactants are [Cl:1][C:2]1[CH:7]=[C:6]([C:8]2[CH:13]=[CH:12][CH:11]=[C:10]([Cl:14])[CH:9]=2)[N:5]=[C:4]2[CH2:15][CH2:16][CH2:17][C:3]=12.[O:18]1[CH:22]=[CH:21][N:20]=[C:19]1[CH2:23][C:24]1[CH:30]=[CH:29][C:27]([NH2:28])=[CH:26][CH:25]=1. No catalyst specified. The product is [ClH:1].[Cl:14][C:10]1[CH:9]=[C:8]([C:6]2[N:5]=[C:4]3[CH2:15][CH2:16][CH2:17][C:3]3=[C:2]([NH:28][C:27]3[CH:26]=[CH:25][C:24]([CH2:23][C:19]4[O:18][CH:22]=[CH:21][N:20]=4)=[CH:30][CH:29]=3)[CH:7]=2)[CH:13]=[CH:12][CH:11]=1. The yield is 0.300. (2) The reactants are [N+:1]([C:4]1[CH:23]=[CH:22][C:7]([C:8]([O:10][C@H:11]2[C:15]3[N:16]=[CH:17][N:18]=[C:19](Cl)[C:14]=3[C@H:13]([CH3:21])[CH2:12]2)=[O:9])=[CH:6][CH:5]=1)([O-:3])=[O:2].[CH2:24]([N:31]1[CH2:35][CH2:34][C:33]2([C:43]3[C:38](=[CH:39][CH:40]=[CH:41][C:42]=3[CH2:44][NH:45][C:46](=[O:52])[O:47][C:48]([CH3:51])([CH3:50])[CH3:49])[NH:37][CH2:36]2)[CH2:32]1)[C:25]1[CH:30]=[CH:29][CH:28]=[CH:27][CH:26]=1.C([O-])([O-])=O.[Cs+].[Cs+].CC1(C)C2C(=C(P(C3C=CC=CC=3)C3C=CC=CC=3)C=CC=2)OC2C(P(C3C=CC=CC=3)C3C=CC=CC=3)=CC=CC1=2. The catalyst is C1(C)C=CC=CC=1.CC([O-])=O.CC([O-])=O.[Pd+2]. The product is [N+:1]([C:4]1[CH:23]=[CH:22][C:7]([C:8]([O:10][C@H:11]2[C:15]3[N:16]=[CH:17][N:18]=[C:19]([N:37]4[C:38]5[C:43](=[C:42]([CH2:44][NH:45][C:46]([O:47][C:48]([CH3:51])([CH3:50])[CH3:49])=[O:52])[CH:41]=[CH:40][CH:39]=5)[C:33]5([CH2:34][CH2:35][N:31]([CH2:24][C:25]6[CH:26]=[CH:27][CH:28]=[CH:29][CH:30]=6)[CH2:32]5)[CH2:36]4)[C:14]=3[C@H:13]([CH3:21])[CH2:12]2)=[O:9])=[CH:6][CH:5]=1)([O-:3])=[O:2]. The yield is 0.790. (3) The reactants are [Cl:1][C:2]1[CH:7]=[CH:6][C:5]([CH3:8])=[CH:4][C:3]=1[O:9][CH3:10].C1C(=O)N([Br:18])C(=O)C1.CC(N=NC(C#N)(C)C)(C#N)C. The catalyst is C(Cl)(Cl)(Cl)Cl. The product is [Br:18][CH2:8][C:5]1[CH:6]=[CH:7][C:2]([Cl:1])=[C:3]([O:9][CH3:10])[CH:4]=1. The yield is 0.920. (4) The reactants are [Br:1][C:2]1[CH:10]=[C:9]([F:11])[C:8]([F:12])=[CH:7][C:3]=1[C:4]([OH:6])=O.CCN(C(C)C)C(C)C.CN(C(ON1N=NC2C=CC=NC1=2)=[N+](C)C)C.F[P-](F)(F)(F)(F)F.[NH:46]1[CH2:51][CH2:50][O:49][CH2:48][CH2:47]1. The catalyst is ClCCl. The product is [Br:1][C:2]1[CH:10]=[C:9]([F:11])[C:8]([F:12])=[CH:7][C:3]=1[C:4]([N:46]1[CH2:51][CH2:50][O:49][CH2:48][CH2:47]1)=[O:6]. The yield is 0.970. (5) The reactants are [F:1][C:2]1[CH:7]=[CH:6][C:5]([C:8]2[C:12]3=[N:13][CH:14]=[CH:15][C:16]([C:17]4[C:18](O)=[N:19][CH:20]=[N:21][CH:22]=4)=[C:11]3[O:10][N:9]=2)=[CH:4][CH:3]=1.P(Cl)(Cl)([Cl:26])=O. No catalyst specified. The product is [Cl:26][C:18]1[C:17]([C:16]2[CH:15]=[CH:14][N:13]=[C:12]3[C:8]([C:5]4[CH:6]=[CH:7][C:2]([F:1])=[CH:3][CH:4]=4)=[N:9][O:10][C:11]=23)=[CH:22][N:21]=[CH:20][N:19]=1. The yield is 1.00.